This data is from Experimentally validated miRNA-target interactions with 360,000+ pairs, plus equal number of negative samples. The task is: Binary Classification. Given a miRNA mature sequence and a target amino acid sequence, predict their likelihood of interaction. The miRNA is hsa-miR-331-3p with sequence GCCCCUGGGCCUAUCCUAGAA. The protein sequence of the target gene is MGILSITDQPPLVQAIFSRDVEEVRSLLSQKENINVLDQERRTPLHAAAYVGDVPILQLLLMSGANVNAKDTLWLTPLHRAAASRNEKVLGLLLAHSADVNARDKLWQTPLHVAAANRATKCAEALAPLLSSLNVADRSGRSALHHAVHSGHLETVNLLLNKGASLNVCDKKERQPLHWAAFLGHLEVLKLLVARGADLGCKDRKGYGLLHTAAASGQIEVVKYLLRMGAEIDEPNAFGNTALHIACYLGQDAVAIELVNAGANVNQPNDKGFTPLHVAAVSTNGALCLELLVNNGADVN.... Result: 1 (interaction).